This data is from NCI-60 drug combinations with 297,098 pairs across 59 cell lines. The task is: Regression. Given two drug SMILES strings and cell line genomic features, predict the synergy score measuring deviation from expected non-interaction effect. Drug 1: C1=C(C(=O)NC(=O)N1)N(CCCl)CCCl. Drug 2: C1CNP(=O)(OC1)N(CCCl)CCCl. Cell line: PC-3. Synergy scores: CSS=23.0, Synergy_ZIP=2.45, Synergy_Bliss=3.92, Synergy_Loewe=-3.61, Synergy_HSA=5.30.